From a dataset of Full USPTO retrosynthesis dataset with 1.9M reactions from patents (1976-2016). Predict the reactants needed to synthesize the given product. (1) The reactants are: I[CH2:2][CH2:3][C:4]1[CH:13]=[CH:12][C:7]([C:8]([O:10][CH3:11])=[O:9])=[CH:6][CH:5]=1.C(=O)([O-])[O-].[Na+].[Na+].[F:20][C:21]([F:63])([F:62])[C:22]1[CH:27]=[CH:26][C:25]([CH2:28][CH2:29][C:30]2[CH:61]=[CH:60][C:33]([CH2:34][O:35][C:36]3[CH:41]=[CH:40][CH:39]=[CH:38][C:37]=3[CH2:42][CH2:43][NH:44][CH:45]3[CH2:54][CH2:53][CH2:52][C:51]4[N:50]=[C:49]([C:55]([O:57][CH2:58][CH3:59])=[O:56])[CH:48]=[CH:47][C:46]3=4)=[CH:32][CH:31]=2)=[CH:24][CH:23]=1. Given the product [CH3:11][O:10][C:8]([C:7]1[CH:12]=[CH:13][C:4]([CH2:3][CH2:2][N:44]([CH2:43][CH2:42][C:37]2[CH:38]=[CH:39][CH:40]=[CH:41][C:36]=2[O:35][CH2:34][C:33]2[CH:32]=[CH:31][C:30]([CH2:29][CH2:28][C:25]3[CH:26]=[CH:27][C:22]([C:21]([F:63])([F:20])[F:62])=[CH:23][CH:24]=3)=[CH:61][CH:60]=2)[CH:45]2[CH2:54][CH2:53][CH2:52][C:51]3[N:50]=[C:49]([C:55]([O:57][CH2:58][CH3:59])=[O:56])[CH:48]=[CH:47][C:46]2=3)=[CH:5][CH:6]=1)=[O:9], predict the reactants needed to synthesize it. (2) Given the product [NH2:18][C:19]1[N:24]=[CH:23][N:22]=[C:21]([C:25]([NH:17][CH:15]([C:5]2[CH:6]=[N:7][C:8]([O:9][CH2:10][C:11]([F:12])([F:13])[F:14])=[C:3]([Cl:2])[CH:4]=2)[CH3:16])=[O:26])[CH:20]=1, predict the reactants needed to synthesize it. The reactants are: Cl.[Cl:2][C:3]1[CH:4]=[C:5]([CH:15]([NH2:17])[CH3:16])[CH:6]=[N:7][C:8]=1[O:9][CH2:10][C:11]([F:14])([F:13])[F:12].[NH2:18][C:19]1[N:24]=[CH:23][N:22]=[C:21]([C:25](O)=[O:26])[CH:20]=1. (3) Given the product [NH2:1][C@@H:2]([CH2:22][CH:23]([CH3:25])[CH3:24])[C:3]([N:5]([C@H:7]1[CH2:11][CH2:10][N:9]([C:12]2[CH:17]=[CH:16][N:15]3[N:18]=[CH:19][C:20]([C:33]4[C:28]([O:27][CH3:26])=[N:29][CH:30]=[CH:31][CH:32]=4)=[C:14]3[N:13]=2)[CH2:8]1)[CH3:6])=[O:4], predict the reactants needed to synthesize it. The reactants are: [NH2:1][C@@H:2]([CH2:22][CH:23]([CH3:25])[CH3:24])[C:3]([N:5]([C@H:7]1[CH2:11][CH2:10][N:9]([C:12]2[CH:17]=[CH:16][N:15]3[N:18]=[CH:19][C:20](Br)=[C:14]3[N:13]=2)[CH2:8]1)[CH3:6])=[O:4].[CH3:26][O:27][C:28]1[C:33](B(O)O)=[CH:32][CH:31]=[CH:30][N:29]=1.C(=O)([O-])[O-].[K+].[K+].CC(C1C=C(C(C)C)C(C2C=CC=CC=2P(C2CCCCC2)C2CCCCC2)=C(C(C)C)C=1)C. (4) Given the product [N:28]1[CH:29]=[CH:30][N:31]2[CH:36]=[C:35]([C:2]3[N:11]=[C:10]([NH:12][CH2:13][CH:14]([O:21][C:22]4[CH:27]=[CH:26][CH:25]=[CH:24][CH:23]=4)[C:15]4[CH:20]=[CH:19][CH:18]=[CH:17][CH:16]=4)[C:9]4[C:4](=[CH:5][CH:6]=[CH:7][CH:8]=4)[N:3]=3)[CH:34]=[CH:33][C:32]=12, predict the reactants needed to synthesize it. The reactants are: Cl[C:2]1[N:11]=[C:10]([NH:12][CH2:13][CH:14]([O:21][C:22]2[CH:27]=[CH:26][CH:25]=[CH:24][CH:23]=2)[C:15]2[CH:20]=[CH:19][CH:18]=[CH:17][CH:16]=2)[C:9]2[C:4](=[CH:5][CH:6]=[CH:7][CH:8]=2)[N:3]=1.[N:28]1[CH:29]=[CH:30][N:31]2[CH:36]=[C:35](B(O)O)[CH:34]=[CH:33][C:32]=12.C(NC1C2C(=CC=CC=2)N=C(C2SC3C=CC=CC=3C=2)N=1)(C1C=CC=CC=1)C1C=CC=CC=1. (5) Given the product [CH:1]1([CH2:7][C:8]2[N:13]([CH3:14])[C:12](=[O:15])[C:11]([C:16]3[CH:21]=[CH:20][C:19]([O:22][C:23]4[CH:28]=[CH:27][N:26]=[C:25]5[NH:29][N:30]=[C:31]([C:32]6[CH:37]=[CH:36][C:35]([C:38]([N:40]7[CH2:45][CH2:44][O:43][CH2:42][CH2:41]7)=[O:39])=[CH:34][CH:33]=6)[C:24]=45)=[C:18]([F:55])[CH:17]=3)=[CH:10][N:9]=2)[CH2:6][CH2:5][CH2:4][CH2:3][CH2:2]1, predict the reactants needed to synthesize it. The reactants are: [CH:1]1([CH2:7][C:8]2[N:13]([CH3:14])[C:12](=[O:15])[C:11]([C:16]3[CH:21]=[CH:20][C:19]([O:22][C:23]4[CH:28]=[CH:27][N:26]=[C:25]5[N:29](CC6C=CC(OC)=CC=6)[N:30]=[C:31]([C:32]6[CH:37]=[CH:36][C:35]([C:38]([N:40]7[CH2:45][CH2:44][O:43][CH2:42][CH2:41]7)=[O:39])=[CH:34][CH:33]=6)[C:24]=45)=[C:18]([F:55])[CH:17]=3)=[CH:10][N:9]=2)[CH2:6][CH2:5][CH2:4][CH2:3][CH2:2]1. (6) Given the product [Cl:27][CH2:28][C:29]1[N:22]=[C:20]([NH:19][C@H:15]([CH:16]([CH3:17])[CH3:18])[C:14]([N:11]2[CH2:12][CH2:13][C@@:8]([C:5]3[CH:6]=[CH:7][C:2]([Cl:1])=[CH:3][CH:4]=3)([OH:26])[C:9]([CH3:24])([CH3:25])[CH2:10]2)=[O:23])[S:21][CH:30]=1, predict the reactants needed to synthesize it. The reactants are: [Cl:1][C:2]1[CH:7]=[CH:6][C:5]([C@@:8]2([OH:26])[CH2:13][CH2:12][N:11]([C:14](=[O:23])[C@H:15]([NH:19][C:20]([NH2:22])=[S:21])[CH:16]([CH3:18])[CH3:17])[CH2:10][C:9]2([CH3:25])[CH3:24])=[CH:4][CH:3]=1.[Cl:27][CH2:28][C:29](=O)[CH2:30]Cl.